This data is from CYP2C9 inhibition data for predicting drug metabolism from PubChem BioAssay. The task is: Regression/Classification. Given a drug SMILES string, predict its absorption, distribution, metabolism, or excretion properties. Task type varies by dataset: regression for continuous measurements (e.g., permeability, clearance, half-life) or binary classification for categorical outcomes (e.g., BBB penetration, CYP inhibition). Dataset: cyp2c9_veith. (1) The compound is COC(=O)[C@@]1(Cc2ccccc2)[C@H]2c3cc(C(=O)N4CCCC4)n(Cc4ccccn4)c3C[C@H]2CN1C(=O)c1ccccc1. The result is 1 (inhibitor). (2) The compound is CCOc1ccc(CC(=O)Nc2sc(Cc3ccccc3)c(C)c2C(N)=O)cc1OCC. The result is 0 (non-inhibitor). (3) The molecule is Cc1ccc2[nH]c3c(c2c1)CN(C(=O)CN1c2ccc(F)cc2CCC1C)CC3. The result is 1 (inhibitor). (4) The molecule is CC(=O)N1CC(=O)N(OCc2ccccc2)C1c1ccc(Cl)cc1Cl. The result is 1 (inhibitor). (5) The compound is Cc1cc(N2CCCCC2)nc(NCc2ccccc2)n1. The result is 0 (non-inhibitor). (6) The molecule is CCCc1ccc(-c2cc(C(=O)NN3CCOCC3)c3ccccc3n2)cc1. The result is 1 (inhibitor).